Dataset: Forward reaction prediction with 1.9M reactions from USPTO patents (1976-2016). Task: Predict the product of the given reaction. (1) Given the reactants [OH:1][CH:2]1[C:10]2[S:9][C:8]([C:11]3[CH:18]=[CH:17][C:16]([N:19]4[CH2:23][CH2:22][CH2:21][CH2:20]4)=[CH:15][C:12]=3[C:13]#[N:14])=[N:7][C:6]=2[CH2:5][CH2:4][CH2:3]1.[H-].[H-].[H-].[H-].[Li+].[Al+3].C1COCC1, predict the reaction product. The product is: [NH2:14][CH2:13][C:12]1[CH:15]=[C:16]([N:19]2[CH2:23][CH2:22][CH2:21][CH2:20]2)[CH:17]=[CH:18][C:11]=1[C:8]1[S:9][C:10]2[CH:2]([OH:1])[CH2:3][CH2:4][CH2:5][C:6]=2[N:7]=1. (2) Given the reactants [C:1]([O:4][C:5]1[CH:10]=[CH:9][CH:8]=[CH:7][CH:6]=1)(=O)[CH3:2].[CH2:11]1[CH2:16]CC[CH2:13][CH2:12]1.C(OOC(C)(C)C)(C)(C)C, predict the reaction product. The product is: [C:1]1([O:4][CH:5]2[CH2:10][CH2:9][CH2:8][CH2:7][CH2:6]2)[CH:13]=[CH:12][CH:11]=[CH:16][CH:2]=1. (3) Given the reactants [N+:1]([C:4]1[CH:13]=[CH:12][CH:11]=[C:10]2[C:5]=1[CH:6]=[CH:7]O[C:9]2=[O:14])([O-:3])=[O:2].[F:15][C:16]1[C:21]([NH2:22])=[CH:20][CH:19]=[CH:18][N:17]=1.CO, predict the reaction product. The product is: [F:15][C:16]1[C:21]([N:22]2[CH:7]=[CH:6][C:5]3[C:10](=[CH:11][CH:12]=[CH:13][C:4]=3[N+:1]([O-:3])=[O:2])[C:9]2=[O:14])=[CH:20][CH:19]=[CH:18][N:17]=1. (4) Given the reactants [Cl:1][C:2]1[CH:7]=[CH:6][C:5](I)=[CH:4][C:3]=1[F:9].C(=O)([O-])[O-].[Cs+].[Cs+].[CH2:16]([O:18][C:19](=[O:22])[C:20]#[CH:21])[CH3:17], predict the reaction product. The product is: [CH2:16]([O:18][C:19](=[O:22])[C:20]#[C:21][C:5]1[CH:6]=[CH:7][C:2]([Cl:1])=[C:3]([F:9])[CH:4]=1)[CH3:17]. (5) The product is: [OH:2][C:3]1[CH:10]=[C:9]([CH3:11])[C:8]([O:12][CH3:13])=[CH:7][C:4]=1[CH:5]=[O:6]. Given the reactants C[O:2][C:3]1[CH:10]=[C:9]([CH3:11])[C:8]([O:12][CH3:13])=[CH:7][C:4]=1[CH:5]=[O:6].[I-].[Na+].[Al+3].[Cl-].[Cl-].[Cl-], predict the reaction product. (6) Given the reactants C(=O)([O-])[O-].[K+].[K+].[CH3:7][O:8][C:9]1[CH:14]=[CH:13][C:12]([N:15]2[C:19]([C:20]3[CH:25]=[CH:24][C:23]([O:26][CH3:27])=[CH:22][CH:21]=3)=[N:18][C:17]([OH:28])=[N:16]2)=[CH:11][CH:10]=1.Br[CH2:30][C:31]#[CH:32].C(OCC)(=O)C, predict the reaction product. The product is: [CH3:7][O:8][C:9]1[CH:10]=[CH:11][C:12]([N:15]2[C:19]([C:20]3[CH:25]=[CH:24][C:23]([O:26][CH3:27])=[CH:22][CH:21]=3)=[N:18][C:17]([O:28][CH2:32][C:31]#[CH:30])=[N:16]2)=[CH:13][CH:14]=1. (7) Given the reactants [Cl:1][C:2]1[N:7]=[C:6]([CH2:8][C:9]([C:11]2[C:12]([F:29])=[C:13]([NH:17][S:18]([C:21]3[C:26]([F:27])=[CH:25][CH:24]=[CH:23][C:22]=3[F:28])(=[O:20])=[O:19])[CH:14]=[CH:15][CH:16]=2)=O)[CH:5]=[CH:4][N:3]=1.C1C(=O)N(Br)C(=O)C1.[CH3:38][C:39]([CH3:44])([CH3:43])[C:40](=[S:42])[NH2:41], predict the reaction product. The product is: [Cl:1][C:2]1[N:7]=[C:6]([C:8]2[S:42][C:40]([C:39]([CH3:44])([CH3:43])[CH3:38])=[N:41][C:9]=2[C:11]2[C:12]([F:29])=[C:13]([NH:17][S:18]([C:21]3[C:26]([F:27])=[CH:25][CH:24]=[CH:23][C:22]=3[F:28])(=[O:20])=[O:19])[CH:14]=[CH:15][CH:16]=2)[CH:5]=[CH:4][N:3]=1. (8) Given the reactants C([O:3][C:4]([C:6]1[S:15][C:14]2[C:13]3[CH:16]=[CH:17][C:18]([O:20][CH2:21][CH2:22][CH2:23][N:24]([CH3:26])[CH3:25])=[CH:19][C:12]=3[O:11][C:10]3[CH:27]=[CH:28][CH:29]=[CH:30][C:9]=3[C:8]=2[CH:7]=1)=[O:5])C.[OH-].[Na+], predict the reaction product. The product is: [CH3:26][N:24]([CH3:25])[CH2:23][CH2:22][CH2:21][O:20][C:18]1[CH:17]=[CH:16][C:13]2[C:14]3[S:15][C:6]([C:4]([OH:5])=[O:3])=[CH:7][C:8]=3[C:9]3[CH:30]=[CH:29][CH:28]=[CH:27][C:10]=3[O:11][C:12]=2[CH:19]=1.